The task is: Regression. Given a peptide amino acid sequence and an MHC pseudo amino acid sequence, predict their binding affinity value. This is MHC class I binding data.. This data is from Peptide-MHC class I binding affinity with 185,985 pairs from IEDB/IMGT. The peptide sequence is LASSLLKNDI. The MHC is HLA-B58:01 with pseudo-sequence HLA-B58:01. The binding affinity (normalized) is 0.392.